Predict the product of the given reaction. From a dataset of Forward reaction prediction with 1.9M reactions from USPTO patents (1976-2016). (1) Given the reactants COC1C=CC=CC=1C(Cl)=O.[CH3:12][O:13][C:14]1[CH:15]=[C:16]2[C:21](=[CH:22][C:23]=1[O:24][CH3:25])[N:20]=[CH:19][CH:18]=[C:17]2[O:26][C:27]1[CH:33]=[CH:32][C:30]([NH2:31])=[CH:29][CH:28]=1.[CH3:34][O:35][C:36]1[CH:41]=[CH:40][CH:39]=[CH:38][C:37]=1[C:42]([N:44]=[C:45]=[S:46])=[O:43], predict the reaction product. The product is: [CH3:34][O:35][C:36]1[CH:41]=[CH:40][CH:39]=[CH:38][C:37]=1[C:42]([N:44]=[C:45]=[S:46])=[O:43].[CH3:12][O:13][C:14]1[CH:15]=[C:16]2[C:21](=[CH:22][C:23]=1[O:24][CH3:25])[N:20]=[CH:19][CH:18]=[C:17]2[O:26][C:27]1[CH:33]=[CH:32][C:30]([NH:31][C:45]([NH:44][C:42](=[O:43])[C:37]2[CH:38]=[CH:39][CH:40]=[CH:41][C:36]=2[O:35][CH3:34])=[S:46])=[CH:29][CH:28]=1. (2) Given the reactants Cl.[Cl:2][C:3]([Cl:51])([Cl:50])[C:4]([O:7][C:8]([N:10]1[C@H:15]2[C:16]([C:38]([O:40][CH2:41][CH3:42])=[O:39])=[C:17]([C:19]3[CH:20]=[N:21][C:22]([O:25][CH2:26][CH2:27][O:28][C:29]4[C:34]([Cl:35])=[CH:33][C:32]([CH3:36])=[CH:31][C:30]=4[Cl:37])=[CH:23][CH:24]=3)[CH2:18][C@@H:11]1[CH2:12][N:13]([C:43]([O:45]C(C)(C)C)=O)[CH2:14]2)=[O:9])([CH3:6])[CH3:5].[CH3:52]CN(C(C)C)C(C)C.C(Cl)(C)=O, predict the reaction product. The product is: [Cl:51][C:3]([Cl:50])([Cl:2])[C:4]([O:7][C:8]([N:10]1[C@H:15]2[C:16]([C:38]([O:40][CH2:41][CH3:42])=[O:39])=[C:17]([C:19]3[CH:20]=[N:21][C:22]([O:25][CH2:26][CH2:27][O:28][C:29]4[C:34]([Cl:35])=[CH:33][C:32]([CH3:36])=[CH:31][C:30]=4[Cl:37])=[CH:23][CH:24]=3)[CH2:18][C@@H:11]1[CH2:12][N:13]([C:43](=[O:45])[CH3:52])[CH2:14]2)=[O:9])([CH3:6])[CH3:5]. (3) Given the reactants C([O:4][C:5]1[CH:10]=[CH:9][C:8]([CH2:11][CH2:12][C:13]([OH:15])=[O:14])=[CH:7][C:6]=1[O:16][CH3:17])(=O)C.[OH-].[Na+].Cl, predict the reaction product. The product is: [OH:4][C:5]1[CH:10]=[CH:9][C:8]([CH2:11][CH2:12][C:13]([OH:15])=[O:14])=[CH:7][C:6]=1[O:16][CH3:17]. (4) Given the reactants [CH2:1]1[O:9][C:4]2[CH:5]=[CH:6][CH:7]=[CH:8][C:3]=2[O:2]1.[CH3:10][C:11]([CH:13](OC(=O)C)[O:14][C:15](=[O:17])[CH3:16])=[CH2:12], predict the reaction product. The product is: [C:15]([O:14][CH:13]=[C:11]([CH3:12])[CH2:10][C:6]1[CH:7]=[CH:8][C:3]2[O:2][CH2:1][O:9][C:4]=2[CH:5]=1)(=[O:17])[CH3:16]. (5) The product is: [C:36]([C@@:25]1([OH:42])[CH2:26][C@H:27]([OH:35])[C:28]2[C:29]([OH:34])=[C:30]3[C:21]([C:20](=[O:44])[C:19]4[CH:18]=[CH:17][CH:16]=[C:15]([NH2:14])[C:32]=4[C:31]3=[O:33])=[C:22]([OH:43])[C:23]=2[CH2:24]1)(=[O:37])[CH3:41]. Given the reactants FC(F)(F)C(O)=O.COC1C=C(C=CC=1OC)C[NH:14][C:15]1[C:32]2[C:31](=[O:33])[C:30]3[C:21](=[C:22]([OH:43])[C:23]4[CH2:24][C@@:25]([OH:42])([C:36]5([CH3:41])OCC[O:37]5)[CH2:26][C@H:27]([OH:35])[C:28]=4[C:29]=3[OH:34])[C:20](=[O:44])[C:19]=2[CH:18]=[CH:17][CH:16]=1.C([O-])(O)=O.[Na+], predict the reaction product. (6) Given the reactants [C:1]([SiH:6]([CH2:9][CH3:10])[CH2:7][CH3:8])([CH2:4][CH3:5])([CH3:3])[CH3:2].[Mg].Cl[C:13](C)(CC)CC.Cl[SiH](Cl)Cl, predict the reaction product. The product is: [CH2:7]([SiH:6]([CH2:9][CH3:10])[C:1]([CH3:3])([CH2:2][CH3:13])[CH2:4][CH3:5])[CH3:8]. (7) Given the reactants C[N:2]([C:4]1[C:13]2[C:8](=CC=[CH:11][CH:12]=2)[CH:7]=[CH:6][CH:5]=1)N.C(C1C=CC(CCC(=O)C)=CC=1)#N.C(O)C.Cl, predict the reaction product. The product is: [NH:2]1[C:4]2[C:13](=[CH:8][CH:7]=[CH:6][CH:5]=2)[CH:12]=[CH:11]1.